Dataset: Forward reaction prediction with 1.9M reactions from USPTO patents (1976-2016). Task: Predict the product of the given reaction. Given the reactants [F:1][C:2]1[CH:7]=[CH:6][C:5]([C:8]2[CH:9]=[CH:10][C:11]([N:14]3[CH2:19][CH2:18][CH:17]([CH2:20][CH2:21][NH:22][C:23](=[O:34])[O:24][C:25]4[CH:30]=[CH:29]C([N+]([O-])=O)=CC=4)[CH2:16][CH2:15]3)=[N:12][CH:13]=2)=[CH:4][CH:3]=1.C(N(CC)C(C)C)(C)C.[S:44]1C=C(CO)[N:46]=[N:45]1, predict the reaction product. The product is: [F:1][C:2]1[CH:7]=[CH:6][C:5]([C:8]2[CH:9]=[CH:10][C:11]([N:14]3[CH2:19][CH2:18][CH:17]([CH2:20][CH2:21][NH:22][C:23](=[O:34])[O:24][CH2:25][C:30]4[N:46]=[N:45][S:44][CH:29]=4)[CH2:16][CH2:15]3)=[N:12][CH:13]=2)=[CH:4][CH:3]=1.